Dataset: Full USPTO retrosynthesis dataset with 1.9M reactions from patents (1976-2016). Task: Predict the reactants needed to synthesize the given product. (1) The reactants are: [N:1]1([CH2:7][CH2:8][CH2:9][OH:10])[CH2:6][CH2:5][CH2:4][CH2:3][CH2:2]1.[H-].[Na+].F[C:14]1[CH:19]=[CH:18][C:17]([O:20][CH3:21])=[C:16]([N+:22]([O-:24])=[O:23])[CH:15]=1. Given the product [CH3:21][O:20][C:17]1[CH:18]=[CH:19][C:14]([O:10][CH2:9][CH2:8][CH2:7][N:1]2[CH2:6][CH2:5][CH2:4][CH2:3][CH2:2]2)=[CH:15][C:16]=1[N+:22]([O-:24])=[O:23], predict the reactants needed to synthesize it. (2) Given the product [OH:1][C@H:2]([C:9]1[N:10]=[C:11]([C:14](=[N:26][NH:25][C:17](=[O:24])[C:18]2[CH:23]=[CH:22][CH:21]=[CH:20][CH:19]=2)[CH3:15])[NH:12][CH:13]=1)[C@H:3]([OH:8])[C@H:4]([OH:7])[CH2:5][OH:6], predict the reactants needed to synthesize it. The reactants are: [OH:1][C@H:2]([C:9]1[N:10]=[C:11]([C:14](=O)[CH3:15])[NH:12][CH:13]=1)[C@H:3]([OH:8])[C@H:4]([OH:7])[CH2:5][OH:6].[C:17]([NH:25][NH2:26])(=[O:24])[C:18]1[CH:23]=[CH:22][CH:21]=[CH:20][CH:19]=1. (3) The reactants are: [O:1]1[CH2:4][CH:3]([N:5]2[CH2:9][CH2:8][C@@H:7]([NH:10]C(=O)OC(C)(C)C)[CH2:6]2)[CH2:2]1.FC(F)(F)C(O)=O. Given the product [O:1]1[CH2:4][CH:3]([N:5]2[CH2:9][CH2:8][C@@H:7]([NH2:10])[CH2:6]2)[CH2:2]1, predict the reactants needed to synthesize it. (4) Given the product [C:21]1([C:18]2[CH:17]=[CH:16][C:15]([CH:14]([NH:27][C:28]([NH:30][C:31]3[CH:32]=[C:33]([Cl:38])[CH:34]=[C:35]([Cl:37])[CH:36]=3)=[O:29])[C:11]3[CH:12]=[CH:13][C:8]([C:7]([NH:6][CH2:5][CH:4]([F:40])[C:3]([OH:41])=[O:2])=[O:39])=[CH:9][CH:10]=3)=[CH:20][CH:19]=2)[CH2:26][CH2:25][CH2:24][CH2:23][CH:22]=1, predict the reactants needed to synthesize it. The reactants are: C[O:2][C:3](=[O:41])[CH:4]([F:40])[CH2:5][NH:6][C:7](=[O:39])[C:8]1[CH:13]=[CH:12][C:11]([CH:14]([NH:27][C:28]([NH:30][C:31]2[CH:36]=[C:35]([Cl:37])[CH:34]=[C:33]([Cl:38])[CH:32]=2)=[O:29])[C:15]2[CH:20]=[CH:19][C:18]([C:21]3[CH2:26][CH2:25][CH2:24][CH2:23][CH:22]=3)=[CH:17][CH:16]=2)=[CH:10][CH:9]=1. (5) Given the product [NH2:11][C:5]1[CH:4]=[CH:3][C:2]([Br:1])=[CH:13][C:6]=1[C:7]([N:15]([CH3:16])[CH3:14])=[O:8], predict the reactants needed to synthesize it. The reactants are: [Br:1][C:2]1[CH:13]=[C:6]2[C:7](OC(=O)[NH:11][C:5]2=[CH:4][CH:3]=1)=[O:8].[CH3:14][NH:15][CH3:16].O1CCCC1. (6) Given the product [CH:25]1([C:28]2[NH:32][N:31]=[C:30]([NH:33][C:2]3[C:3]4[NH:15][N:14]=[CH:13][C:4]=4[N:5]=[C:6]([C:8]4[CH:12]=[CH:11][S:10][CH:9]=4)[N:7]=3)[CH:29]=2)[CH2:27][CH2:26]1, predict the reactants needed to synthesize it. The reactants are: Cl[C:2]1[C:3]2[C:4](=[CH:13][N:14](CC3C=CC(OC)=CC=3)[N:15]=2)[N:5]=[C:6]([C:8]2[CH:12]=[CH:11][S:10][CH:9]=2)[N:7]=1.[CH:25]1([C:28]2[NH:32][N:31]=[C:30]([NH2:33])[CH:29]=2)[CH2:27][CH2:26]1.Cl. (7) Given the product [CH3:32][C:33]([CH3:37])([CH3:36])[C:34]#[C:35][C:2]1[CH:3]=[C:4]2[C@:15]3([CH2:19][O:18][C:17]([NH2:20])=[N:16]3)[C:14]3[C:9](=[CH:10][CH:11]=[C:12]([C:21]4[CH:26]=[N:25][CH:24]=[N:23][CH:22]=4)[CH:13]=3)[O:8][C:5]2=[N:6][CH:7]=1, predict the reactants needed to synthesize it. The reactants are: Br[C:2]1[CH:3]=[C:4]2[C@:15]3([CH2:19][O:18][C:17]([NH2:20])=[N:16]3)[C:14]3[C:9](=[CH:10][CH:11]=[C:12]([C:21]4[CH:22]=[N:23][CH:24]=[N:25][CH:26]=4)[CH:13]=3)[O:8][C:5]2=[N:6][CH:7]=1.CN(C=O)C.[CH3:32][C:33]([CH3:37])([CH3:36])[C:34]#[CH:35].C(OCC)(=O)C. (8) Given the product [F:1][C:2]1[CH:7]=[CH:6][C:5]([C:8]2[N:9]=[C:10]3[N:15]([C:16]=2[C:17]2[CH:18]=[CH:19][C:20]4[N:21]([CH:23]=[C:24]([NH2:26])[N:25]=4)[N:22]=2)[CH2:14][CH2:13][O:12][CH2:11]3)=[CH:4][CH:3]=1, predict the reactants needed to synthesize it. The reactants are: [F:1][C:2]1[CH:7]=[CH:6][C:5]([C:8]2[N:9]=[C:10]3[N:15]([C:16]=2[C:17]2[CH:18]=[CH:19][C:20]4[N:21]([CH:23]=[C:24]([NH:26]C(=O)C)[N:25]=4)[N:22]=2)[CH2:14][CH2:13][O:12][CH2:11]3)=[CH:4][CH:3]=1.Cl.O1CCOCC1. (9) Given the product [CH2:58]([O:57][C:7]1[C:8]([O:55][CH3:56])=[C:9]([NH:12][C:13](=[O:54])[C:14]2[CH:19]=[CH:18][C:17]([NH:20][C:21](=[O:47])[C:22]3[CH:27]=[CH:26][C:25]([NH:28][C:29](=[O:46])[C@@H:30]([NH:34][C:35]([C:36]4[CH:41]=[CH:40][C:39]([NH2:42])=[CH:38][N:37]=4)=[O:45])[CH2:31][C:32]#[N:33])=[CH:24][CH:23]=3)=[C:16]([O:48][CH3:49])[C:15]=2[O:50][CH2:51][CH:52]=[CH2:53])[CH:10]=[CH:11][C:6]=1[C:5]([O:4][CH2:1][CH:2]=[CH2:3])=[O:61])[CH:59]=[CH2:60], predict the reactants needed to synthesize it. The reactants are: [CH2:1]([O:4][C:5](=[O:61])[C:6]1[CH:11]=[CH:10][C:9]([NH:12][C:13](=[O:54])[C:14]2[CH:19]=[CH:18][C:17]([NH:20][C:21](=[O:47])[C:22]3[CH:27]=[CH:26][C:25]([NH:28][C:29](=[O:46])[C@@H:30]([NH:34][C:35](=[O:45])[C:36]4[CH:41]=[CH:40][C:39]([N+:42]([O-])=O)=[CH:38][N:37]=4)[CH2:31][C:32]#[N:33])=[CH:24][CH:23]=3)=[C:16]([O:48][CH3:49])[C:15]=2[O:50][CH2:51][CH:52]=[CH2:53])=[C:8]([O:55][CH3:56])[C:7]=1[O:57][CH2:58][CH:59]=[CH2:60])[CH:2]=[CH2:3].Cl[Sn]Cl.O.